From a dataset of Catalyst prediction with 721,799 reactions and 888 catalyst types from USPTO. Predict which catalyst facilitates the given reaction. Reactant: [C:1]1(=O)[CH2:6][CH2:5][C:4](=[O:7])[CH2:3][CH2:2]1.CO.BrBr.[NH2:13][C:14]([NH2:16])=[S:15]. Product: [NH2:16][C:14]1[S:15][C:2]2[CH2:3][C:4](=[O:7])[CH2:5][CH2:6][C:1]=2[N:13]=1. The catalyst class is: 6.